This data is from Full USPTO retrosynthesis dataset with 1.9M reactions from patents (1976-2016). The task is: Predict the reactants needed to synthesize the given product. (1) Given the product [CH2:15]([NH:14][C:10]1[S:11][CH:12]2[O:13][CH:5]([CH2:4][N:1]3[CH:23]=[C:22]([C:24]4[CH:29]=[CH:28][CH:27]=[CH:26][N:25]=4)[N:3]=[N:2]3)[CH:6]([OH:18])[CH:7]([OH:17])[CH:8]2[N:9]=1)[CH3:16], predict the reactants needed to synthesize it. The reactants are: [N:1]([CH2:4][C@H:5]1[O:13][C@H:12]2[C@H:8]([N:9]=[C:10]([NH:14][CH2:15][CH3:16])[S:11]2)[C@@H:7]([OH:17])[C@@H:6]1[OH:18])=[N+:2]=[N-:3].C(O)C.[C:22]([C:24]1[CH:29]=[CH:28][CH:27]=[CH:26][N:25]=1)#[CH:23]. (2) Given the product [C:3]([OH:8])(=[O:7])[C:4]([OH:6])=[O:5].[CH3:9][N:10]1[C:14]([C@@H:15]([C:21]2[CH:26]=[CH:25][CH:24]=[CH:23][CH:22]=2)[O:16][CH2:17][CH2:18][NH:19][CH3:20])=[CH:13][CH:12]=[N:11]1, predict the reactants needed to synthesize it. The reactants are: O.O.[C:3]([OH:8])(=[O:7])[C:4]([OH:6])=[O:5].[CH3:9][N:10]1[C:14]([C@@H:15]([C:21]2[CH:26]=[CH:25][CH:24]=[CH:23][CH:22]=2)[O:16][CH2:17][CH2:18][NH:19][CH3:20])=[CH:13][CH:12]=[N:11]1. (3) Given the product [Cl:1][C:2]1[CH:3]=[C:4]([CH:5]=[CH:6][CH:7]=1)[CH2:8][C:9]1[N:20]([C:15]2[CH:16]=[CH:17][CH:18]=[CH:19][C:14]=2[O:13][CH3:12])[C:21](=[S:24])[NH:22][N:23]=1, predict the reactants needed to synthesize it. The reactants are: [Cl:1][C:2]1[CH:3]=[C:4]([CH2:8][C:9](O)=O)[CH:5]=[CH:6][CH:7]=1.[CH3:12][O:13][C:14]1[CH:19]=[CH:18][CH:17]=[CH:16][C:15]=1[NH:20][C:21](=[S:24])[NH:22][NH2:23]. (4) Given the product [C:9]([N:13]1[C:17](=[O:18])[C:16]([NH:8][CH2:7][C:4]2[CH:3]=[C:2]([CH3:1])[O:6][N:5]=2)=[C:15]([C:20]2[CH:25]=[CH:24][CH:23]=[CH:22][CH:21]=2)[S:14]1(=[O:26])=[O:27])([CH3:12])([CH3:10])[CH3:11], predict the reactants needed to synthesize it. The reactants are: [CH3:1][C:2]1[O:6][N:5]=[C:4]([CH2:7][NH2:8])[CH:3]=1.[C:9]([N:13]1[C:17](=[O:18])[C:16](Cl)=[C:15]([C:20]2[CH:25]=[CH:24][CH:23]=[CH:22][CH:21]=2)[S:14]1(=[O:27])=[O:26])([CH3:12])([CH3:11])[CH3:10].